Dataset: NCI-60 drug combinations with 297,098 pairs across 59 cell lines. Task: Regression. Given two drug SMILES strings and cell line genomic features, predict the synergy score measuring deviation from expected non-interaction effect. (1) Drug 1: CC(CN1CC(=O)NC(=O)C1)N2CC(=O)NC(=O)C2. Drug 2: C1=CC=C(C=C1)NC(=O)CCCCCCC(=O)NO. Cell line: M14. Synergy scores: CSS=14.1, Synergy_ZIP=-3.04, Synergy_Bliss=-0.844, Synergy_Loewe=-5.02, Synergy_HSA=-2.29. (2) Drug 1: CC1=C(C=C(C=C1)NC2=NC=CC(=N2)N(C)C3=CC4=NN(C(=C4C=C3)C)C)S(=O)(=O)N.Cl. Drug 2: CC1C(C(=O)NC(C(=O)N2CCCC2C(=O)N(CC(=O)N(C(C(=O)O1)C(C)C)C)C)C(C)C)NC(=O)C3=C4C(=C(C=C3)C)OC5=C(C(=O)C(=C(C5=N4)C(=O)NC6C(OC(=O)C(N(C(=O)CN(C(=O)C7CCCN7C(=O)C(NC6=O)C(C)C)C)C)C(C)C)C)N)C. Cell line: NCI-H460. Synergy scores: CSS=-1.01, Synergy_ZIP=16.8, Synergy_Bliss=15.9, Synergy_Loewe=13.5, Synergy_HSA=12.7. (3) Drug 1: C1=C(C(=O)NC(=O)N1)N(CCCl)CCCl. Drug 2: CN1C2=C(C=C(C=C2)N(CCCl)CCCl)N=C1CCCC(=O)O.Cl. Cell line: MALME-3M. Synergy scores: CSS=18.0, Synergy_ZIP=0.162, Synergy_Bliss=4.22, Synergy_Loewe=-0.870, Synergy_HSA=4.60. (4) Drug 1: C1=CC=C(C=C1)NC(=O)CCCCCCC(=O)NO. Drug 2: CC(C)CN1C=NC2=C1C3=CC=CC=C3N=C2N. Cell line: NCI/ADR-RES. Synergy scores: CSS=58.5, Synergy_ZIP=-5.74, Synergy_Bliss=-10.2, Synergy_Loewe=-7.60, Synergy_HSA=-6.90. (5) Drug 1: CN(C)N=NC1=C(NC=N1)C(=O)N. Drug 2: CC(C1=C(C=CC(=C1Cl)F)Cl)OC2=C(N=CC(=C2)C3=CN(N=C3)C4CCNCC4)N. Cell line: KM12. Synergy scores: CSS=29.7, Synergy_ZIP=-6.87, Synergy_Bliss=-4.23, Synergy_Loewe=-16.5, Synergy_HSA=0.152.